From a dataset of Forward reaction prediction with 1.9M reactions from USPTO patents (1976-2016). Predict the product of the given reaction. (1) Given the reactants [CH3:1][C:2]1[N:9]([CH2:10][C:11]([O:13]CC)=[O:12])[C:5]2[N:6]=[CH:7][S:8][C:4]=2[C:3]=1[CH2:16][C:17]1[CH:22]=[CH:21][CH:20]=[CH:19][C:18]=1[S:23]([N:26]1[CH2:30][CH2:29][CH2:28][CH2:27]1)(=[O:25])=[O:24].[OH-].[Li+], predict the reaction product. The product is: [CH3:1][C:2]1[N:9]([CH2:10][C:11]([OH:13])=[O:12])[C:5]2[N:6]=[CH:7][S:8][C:4]=2[C:3]=1[CH2:16][C:17]1[CH:22]=[CH:21][CH:20]=[CH:19][C:18]=1[S:23]([N:26]1[CH2:30][CH2:29][CH2:28][CH2:27]1)(=[O:25])=[O:24]. (2) Given the reactants [Cl:1][C:2]1[CH:7]=[C:6]([N:8]=[C:9]=[O:10])[CH:5]=[C:4]([Cl:11])[N:3]=1.Cl.[NH2:13][C:14]([CH3:23])([CH3:22])[C:15](OC(C)(C)C)=[O:16].C(N(CC)CC)C, predict the reaction product. The product is: [Cl:1][C:2]1[CH:7]=[C:6]([N:8]2[C:15](=[O:16])[C:14]([CH3:23])([CH3:22])[NH:13][C:9]2=[O:10])[CH:5]=[C:4]([Cl:11])[N:3]=1. (3) Given the reactants [Cl:1][C:2]1[CH:11]=[CH:10][C:9]2[N:8]=[CH:7][C:6]3[N:12]=[CH:13][N:14]([C:15]4[CH:20]=[CH:19][CH:18]=[CH:17][C:16]=4[Cl:21])[C:5]=3[C:4]=2[CH:3]=1.[Br:22]N1C(=O)CCC1=O, predict the reaction product. The product is: [Br:22][C:13]1[N:14]([C:15]2[CH:20]=[CH:19][CH:18]=[CH:17][C:16]=2[Cl:21])[C:5]2[C:4]3[CH:3]=[C:2]([Cl:1])[CH:11]=[CH:10][C:9]=3[N:8]=[CH:7][C:6]=2[N:12]=1. (4) Given the reactants [CH2:1]([CH:9]([CH2:56][CH2:57][CH2:58][CH2:59][CH2:60][CH2:61][CH2:62][CH2:63][CH2:64][CH3:65])[CH2:10][C:11]1[C:12]([CH2:36][CH:37]([CH2:48][CH2:49][CH2:50][CH2:51][CH2:52][CH2:53][CH2:54][CH3:55])[CH2:38][CH2:39][CH2:40][CH2:41][CH2:42][CH2:43][CH2:44][CH2:45][CH2:46][CH3:47])=[C:13]([CH2:16][CH:17]([CH2:28][CH2:29][CH2:30][CH2:31][CH2:32][CH2:33][CH2:34][CH3:35])[CH2:18][CH2:19][CH2:20][CH2:21][CH2:22][CH2:23][CH2:24][CH2:25][CH2:26][CH3:27])[CH2:14][CH:15]=1)[CH2:2][CH2:3][CH2:4][CH2:5][CH2:6][CH2:7][CH3:8].[N:66]#N.[CH2:68]1[CH2:72]OC[CH2:69]1.C([Li])CCC, predict the reaction product. The product is: [CH2:1]([CH:9]([CH2:56][CH2:57][CH2:58][CH2:59][CH2:60][CH2:61][CH2:62][CH2:63][CH2:64][CH3:65])[CH2:10][C:11]1[CH:15]=[CH:14][C:13]([CH2:16][CH:17]([CH2:28][CH2:29][CH2:30][CH2:31][CH2:32][CH2:33][CH2:34][CH3:35])[CH2:18][CH2:19][CH2:20][CH2:21][CH2:22][CH2:23][CH2:24][CH2:25][CH2:26][CH3:27])([CH2:69][CH2:68][C:72]#[N:66])[C:12]=1[CH2:36][CH:37]([CH2:48][CH2:49][CH2:50][CH2:51][CH2:52][CH2:53][CH2:54][CH3:55])[CH2:38][CH2:39][CH2:40][CH2:41][CH2:42][CH2:43][CH2:44][CH2:45][CH2:46][CH3:47])[CH2:2][CH2:3][CH2:4][CH2:5][CH2:6][CH2:7][CH3:8]. (5) Given the reactants [CH2:1]([O:3][C:4](=[O:22])[C@:5]([CH3:21])([O:14][C:15]1[CH:20]=[CH:19][CH:18]=[CH:17][CH:16]=1)[CH2:6][C:7]1[CH:12]=[CH:11][C:10]([OH:13])=[CH:9][CH:8]=1)[CH3:2].[C:23]1([C:29]2[O:30][C:31]([CH3:47])=[C:32]([CH2:34][CH2:35]OS(C3C=CC(C)=CC=3)(=O)=O)[N:33]=2)[CH:28]=[CH:27][CH:26]=[CH:25][CH:24]=1, predict the reaction product. The product is: [CH2:1]([O:3][C:4](=[O:22])[C@:5]([CH3:21])([O:14][C:15]1[CH:20]=[CH:19][CH:18]=[CH:17][CH:16]=1)[CH2:6][C:7]1[CH:12]=[CH:11][C:10]([O:13][CH2:35][CH2:34][C:32]2[N:33]=[C:29]([C:23]3[CH:28]=[CH:27][CH:26]=[CH:25][CH:24]=3)[O:30][C:31]=2[CH3:47])=[CH:9][CH:8]=1)[CH3:2]. (6) Given the reactants [F:1][C:2]1[CH:30]=[CH:29][CH:28]=[C:27]([F:31])[C:3]=1[CH2:4][N:5]1[C:9]2[CH:10]=[CH:11][CH:12]=[C:13]([N:14](C)[C:15](=O)C)[C:8]=2[N:7]=[C:6]1[C:19]1[C:24]([F:25])=[CH:23][CH:22]=[CH:21][C:20]=1[F:26].Cl, predict the reaction product. The product is: [F:1][C:2]1[CH:30]=[CH:29][CH:28]=[C:27]([F:31])[C:3]=1[CH2:4][N:5]1[C:9]2[CH:10]=[CH:11][CH:12]=[C:13]([NH:14][CH3:15])[C:8]=2[N:7]=[C:6]1[C:19]1[C:20]([F:26])=[CH:21][CH:22]=[CH:23][C:24]=1[F:25]. (7) Given the reactants C(O[C:6]([N:8]1[CH2:12][C:11](=[N:13][O:14][CH3:15])[CH2:10][C@H:9]1[C:16]([OH:18])=O)=[O:7])(C)(C)C.[C:19]1([C:28]2[CH:33]=[CH:32][CH:31]=[CH:30][CH:29]=2)[CH:24]=[CH:23][C:22](C(Cl)=O)=[CH:21][CH:20]=1.[NH2:34][CH2:35][CH2:36][C@H:37]([C:39]1[CH:44]=[CH:43][CH:42]=[CH:41][CH:40]=1)[OH:38], predict the reaction product. The product is: [C:28]1([C:19]2[CH:20]=[CH:21][CH:22]=[CH:23][CH:24]=2)[CH:29]=[CH:30][C:31]([C:6]([N:8]2[CH2:12][C:11](=[N:13][O:14][CH3:15])[CH2:10][C@H:9]2[C:16]([NH:34][CH2:35][CH2:36][C@@H:37]([OH:38])[C:39]2[CH:44]=[CH:43][CH:42]=[CH:41][CH:40]=2)=[O:18])=[O:7])=[CH:32][CH:33]=1. (8) Given the reactants [Br:1][C:2]([F:10])([F:9])[C:3]([F:8])([F:7])[C:4]([OH:6])=[O:5].S(=O)(=O)(O)O.[CH2:16](O)[CH3:17], predict the reaction product. The product is: [Br:1][C:2]([F:10])([F:9])[C:3]([F:8])([F:7])[C:4]([O:6][CH2:16][CH3:17])=[O:5]. (9) Given the reactants O[CH:2]([C:21]1[S:22][CH:23]=[CH:24][C:25]=1[NH:26][C:27](=[O:32])C(C)(C)C)[CH:3]([CH:8]1[CH2:13][CH2:12][N:11](C(OC(C)(C)C)=O)[CH2:10][CH2:9]1)C(OC)=O.O.Cl, predict the reaction product. The product is: [NH:11]1[CH2:10][CH2:9][CH:8]([C:3]2[C:27](=[O:32])[NH:26][C:25]3[CH:24]=[CH:23][S:22][C:21]=3[CH:2]=2)[CH2:13][CH2:12]1.